From a dataset of Full USPTO retrosynthesis dataset with 1.9M reactions from patents (1976-2016). Predict the reactants needed to synthesize the given product. (1) Given the product [C:1]([OH:6])(=[O:5])[C:2]([CH3:4])=[CH2:3].[C:41]([OH:46])(=[O:45])[C:42]([CH3:44])=[CH2:43].[NH2:29][C:30]([O:19][CH2:20][CH3:27])=[O:31], predict the reactants needed to synthesize it. The reactants are: [C:1]([O:6]CCCCCC[O:6][C:1](=[O:5])[C:2]([CH3:4])=[CH2:3])(=[O:5])[C:2]([CH3:4])=[CH2:3].[O:19]=[C:20]1[CH2:27]C(C)(C)CC(C)=C1.[N-:29]=[C:30]=[O:31].C([Sn]CCCC)CCC.[C:41]([O:46]CCO)(=[O:45])[C:42]([CH3:44])=[CH2:43].OC1C=C(O)C=CC=1O. (2) Given the product [NH2:23][C:5]1[CH:4]=[C:3]([C:1]2[NH:2][C:30]([CH3:31])=[N:33][N:34]=2)[C:8]([S:9]([NH:10][C:11]2[CH:12]=[CH:13][C:35]3[CH2:36][O:37][B:16]([OH:19])[C:15]=3[CH:20]=2)(=[O:21])=[O:22])=[N:7][CH:6]=1, predict the reactants needed to synthesize it. The reactants are: [C:1]([C:3]1[CH:4]=[C:5]([NH:23]C(=O)C(F)(F)F)[CH:6]=[N:7][C:8]=1[S:9](=[O:22])(=[O:21])[NH:10][C:11]1[CH:12]=[CH:13]C2CO[B:16]([OH:19])[C:15]=2[CH:20]=1)#[N:2].[C:30]([NH:33][NH2:34])(=O)[CH3:31].[CH3:35][CH2:36][O-:37].[Na+]. (3) Given the product [CH:28]1([C:25]2[CH:26]=[CH:27][C:22]([O:21][CH2:20][C@H:18]3[O:19][C:15]4=[N:14][C:13](=[O:34])[CH:12]=[C:11]([CH2:10][S:7][C:1]5[CH:6]=[CH:5][CH:4]=[CH:3][CH:2]=5)[N:16]4[CH2:17]3)=[CH:23][CH:24]=2)[CH2:33][CH2:32][CH2:31][CH2:30][CH2:29]1, predict the reactants needed to synthesize it. The reactants are: [C:1]1([S:7]([CH2:10][C:11]2[N:16]3[CH2:17][C@@H:18]([CH2:20][O:21][C:22]4[CH:27]=[CH:26][C:25]([CH:28]5[CH2:33][CH2:32][CH2:31][CH2:30][CH2:29]5)=[CH:24][CH:23]=4)[O:19][C:15]3=[N:14][C:13](=[O:34])[CH:12]=2)(=O)=O)[CH:6]=[CH:5][CH:4]=[CH:3][CH:2]=1.B1([O-])OO1.O.O.O.O.[Na+].[OH-].[Na+].C([O-])([O-])=O.[Na+].[Na+]. (4) Given the product [CH3:19][C:17]1([CH3:20])[O:16][C@H:15]2[C@H:11]([NH:10][C:3]3[C:2]([C:24]4[S:23][C:31]5[CH:30]=[CH:29][N:28]=[CH:27][C:26]=5[N:25]=4)=[CH:7][N:6]=[C:5]([S:8][CH3:9])[N:4]=3)[CH2:12][C@H:13]([CH2:21][OH:22])[C@H:14]2[O:18]1, predict the reactants needed to synthesize it. The reactants are: I[C:2]1[C:3]([NH:10][C@H:11]2[C@@H:15]3[O:16][C:17]([CH3:20])([CH3:19])[O:18][C@@H:14]3[C@@H:13]([CH2:21][OH:22])[CH2:12]2)=[N:4][C:5]([S:8][CH3:9])=[N:6][CH:7]=1.[S:23]1[C:31]2[CH:30]=[CH:29][N:28]=[CH:27][C:26]=2[N:25]=[CH:24]1.C(=O)([O-])[O-].[Cs+].[Cs+].